Dataset: NCI-60 drug combinations with 297,098 pairs across 59 cell lines. Task: Regression. Given two drug SMILES strings and cell line genomic features, predict the synergy score measuring deviation from expected non-interaction effect. Drug 1: CC1C(C(CC(O1)OC2CC(CC3=C2C(=C4C(=C3O)C(=O)C5=C(C4=O)C(=CC=C5)OC)O)(C(=O)C)O)N)O.Cl. Drug 2: CC12CCC3C(C1CCC2OP(=O)(O)O)CCC4=C3C=CC(=C4)OC(=O)N(CCCl)CCCl.[Na+]. Cell line: OVCAR-5. Synergy scores: CSS=10.0, Synergy_ZIP=-8.74, Synergy_Bliss=-8.85, Synergy_Loewe=-8.90, Synergy_HSA=-8.25.